This data is from Catalyst prediction with 721,799 reactions and 888 catalyst types from USPTO. The task is: Predict which catalyst facilitates the given reaction. Reactant: C[O:2][C:3]([C:5]1[CH:10]=[CH:9][C:8]([N:11]2[CH2:16][CH2:15][N:14]([C:17]([O:19][C:20]([CH3:23])([CH3:22])[CH3:21])=[O:18])[CH2:13][CH2:12]2)=[C:7](/[CH:24]=[CH:25]\[CH3:26])[CH:6]=1)=[O:4].[OH-].[Na+].Cl. Product: [C:20]([O:19][C:17]([N:14]1[CH2:15][CH2:16][N:11]([C:8]2[CH:9]=[CH:10][C:5]([C:3]([OH:4])=[O:2])=[CH:6][C:7]=2/[CH:24]=[CH:25]\[CH3:26])[CH2:12][CH2:13]1)=[O:18])([CH3:23])([CH3:22])[CH3:21]. The catalyst class is: 5.